Task: Predict the reactants needed to synthesize the given product.. Dataset: Retrosynthesis with 50K atom-mapped reactions and 10 reaction types from USPTO Given the product CC(=O)NNc1ccc(C)cc1, predict the reactants needed to synthesize it. The reactants are: CC(=O)OC(C)C.Cc1ccc(NN)cc1.